From a dataset of Reaction yield outcomes from USPTO patents with 853,638 reactions. Predict the reaction yield, written as a fraction of the theoretical maximum amount of product (1.0 means a 100% yield; for example, 0.34 means a 34% yield). The reactants are [CH2:1]([O:5][C:6]1[CH:10]=[C:9](/[CH:11]=[CH:12]/[C:13]([O:15]CC)=[O:14])[N:8]([CH2:18][C:19]2[CH:24]=[CH:23][C:22]([C:25]([F:28])([F:27])[F:26])=[CH:21][C:20]=2[Cl:29])[N:7]=1)[CH2:2][CH2:3][CH3:4].[OH-].[Na+].O1CCCC1. The catalyst is C(O)C. The product is [CH2:1]([O:5][C:6]1[CH:10]=[C:9](/[CH:11]=[CH:12]/[C:13]([OH:15])=[O:14])[N:8]([CH2:18][C:19]2[CH:24]=[CH:23][C:22]([C:25]([F:28])([F:27])[F:26])=[CH:21][C:20]=2[Cl:29])[N:7]=1)[CH2:2][CH2:3][CH3:4]. The yield is 0.420.